This data is from Catalyst prediction with 721,799 reactions and 888 catalyst types from USPTO. The task is: Predict which catalyst facilitates the given reaction. (1) Reactant: C(OC([NH:8][CH:9]([C:21]1[CH:26]=[CH:25][CH:24]=[CH:23][CH:22]=1)[C:10]([O:12][C@@H:13]1[CH:18]2[CH2:19][CH2:20][N:15]([CH2:16][CH2:17]2)[CH2:14]1)=[O:11])=O)(C)(C)C.[ClH:27]. Product: [ClH:27].[ClH:27].[NH2:8][CH:9]([C:21]1[CH:26]=[CH:25][CH:24]=[CH:23][CH:22]=1)[C:10]([O:12][C@@H:13]1[CH:18]2[CH2:17][CH2:16][N:15]([CH2:20][CH2:19]2)[CH2:14]1)=[O:11]. The catalyst class is: 1. (2) Reactant: [Cl:1][C:2]1[N:7]=[C:6](Cl)[C:5]([CH:9]=O)=[C:4](Cl)[N:3]=1.[CH3:12][NH:13][NH2:14].C(N(CC)CC)C.Cl.[CH:23]12[O:30][CH:27]([CH2:28][CH2:29]1)[CH2:26][NH:25][CH2:24]2. Product: [Cl:1][C:2]1[N:3]=[C:4]2[N:13]([CH3:12])[N:14]=[CH:9][C:5]2=[C:6]([N:25]2[CH2:24][CH:23]3[O:30][CH:27]([CH2:28][CH2:29]3)[CH2:26]2)[N:7]=1. The catalyst class is: 22. (3) Reactant: [I:1][C:2]1[CH:9]=[CH:8][CH:7]=[CH:6][C:3]=1[CH2:4][OH:5].[H-].[Na+].[CH2:12](Br)[CH:13]=[CH2:14]. Product: [CH2:14]([O:5][CH2:4][C:3]1[CH:6]=[CH:7][CH:8]=[CH:9][C:2]=1[I:1])[CH:13]=[CH2:12]. The catalyst class is: 1.